This data is from Forward reaction prediction with 1.9M reactions from USPTO patents (1976-2016). The task is: Predict the product of the given reaction. (1) Given the reactants [Br:1][C:2]1[CH:3]=[CH:4][C:5]([Cl:11])=[C:6]([CH:10]=1)[C:7]([OH:9])=O.CN(C=O)C.C(Cl)(=O)C(Cl)=O.[CH:23]1([NH2:26])[CH2:25][CH2:24]1.CCN(C(C)C)C(C)C, predict the reaction product. The product is: [Br:1][C:2]1[CH:3]=[CH:4][C:5]([Cl:11])=[C:6]([CH:10]=1)[C:7]([NH:26][CH:23]1[CH2:25][CH2:24]1)=[O:9]. (2) Given the reactants [NH2:1][C:2]1[N:7]=[C:6]([CH3:8])[CH:5]=[C:4]([O:9][CH2:10][C:11]2[CH:24]=[CH:23][C:14]([CH2:15][NH:16]C(=O)C(F)(F)F)=[CH:13][CH:12]=2)[N:3]=1.CN, predict the reaction product. The product is: [NH2:16][CH2:15][C:14]1[CH:13]=[CH:12][C:11]([CH2:10][O:9][C:4]2[N:3]=[C:2]([NH2:1])[N:7]=[C:6]([CH3:8])[CH:5]=2)=[CH:24][CH:23]=1. (3) The product is: [CH3:37][C:28]12[CH2:27][C:26]3([NH2:25])[CH2:33][CH:32]([CH2:31][C:30]([CH3:36])([CH2:35]3)[CH2:29]1)[CH2:34]2.[ClH:60]. Given the reactants CC12CC3CC(C)(CC(O)(C3)C1)C2.C(#N)C.S(=O)(=O)(O)O.C([NH:25][C:26]12[CH2:35][C:30]3([CH3:36])[CH2:31][CH:32]([CH2:34][C:28]([CH3:37])([CH2:29]3)[CH2:27]1)[CH2:33]2)(=O)C.C(O)CCCCC.O.[Na].CC12CC3(N)CC(CC(C)(C3)C1)C2.[ClH:60], predict the reaction product. (4) Given the reactants [CH3:1][O:2][C:3]([C:5]1[S:6][C:7]([C:15]2[CH:20]=[CH:19][CH:18]=[CH:17][CH:16]=2)=[CH:8][C:9]=1[NH:10][CH:11]([CH3:14])[CH2:12]O)=[O:4].C(OC([N+](C(OCC)=O)=[N-])=O)C.C1(P([N:47]=[N+:48]=[N-:49])(C2C=CC=CC=2)=O)C=CC=CC=1.C1(P(C2C=CC=CC=2)C2C=CC=CC=2)C=CC=CC=1, predict the reaction product. The product is: [CH3:1][O:2][C:3]([C:5]1[S:6][C:7]([C:15]2[CH:20]=[CH:19][CH:18]=[CH:17][CH:16]=2)=[CH:8][C:9]=1[NH:10][CH:11]([CH3:14])[CH2:12][N:47]=[N+:48]=[N-:49])=[O:4].